Task: Predict the reactants needed to synthesize the given product.. Dataset: Full USPTO retrosynthesis dataset with 1.9M reactions from patents (1976-2016) (1) The reactants are: [NH2:1][C:2]1[CH:7]=[C:6]([CH3:8])[CH:5]=[CH:4][C:3]=1[NH:9][C:10](=S)[NH:11][C@H:12]([C:29]([O:31][C:32]([CH3:35])([CH3:34])[CH3:33])=[O:30])[CH2:13][C:14]1[CH:19]=[CH:18][C:17]([O:20][CH2:21][CH2:22][CH2:23][C:24]([O:26][CH2:27][CH3:28])=[O:25])=[CH:16][CH:15]=1. Given the product [CH2:27]([O:26][C:24](=[O:25])[CH2:23][CH2:22][CH2:21][O:20][C:17]1[CH:18]=[CH:19][C:14]([CH2:13][C@@H:12]([C:29]([O:31][C:32]([CH3:35])([CH3:34])[CH3:33])=[O:30])[NH:11][C:10]2[NH:9][C:3]3[CH:4]=[CH:5][C:6]([CH3:8])=[CH:7][C:2]=3[N:1]=2)=[CH:15][CH:16]=1)[CH3:28], predict the reactants needed to synthesize it. (2) Given the product [C:1]([C:3]1[CH:4]=[CH:5][C:6]([C:28]2([CH3:33])[O:29][CH2:30][CH2:31][O:32]2)=[C:7]([NH:9][C:10]2[CH:27]=[CH:26][C:13]([O:14][CH2:15][CH2:16][O:17][CH2:18][CH2:19][CH2:20][C:21]([O:23][CH2:24][CH3:25])=[O:22])=[CH:12][CH:11]=2)[CH:8]=1)(=[O:38])[NH2:2], predict the reactants needed to synthesize it. The reactants are: [C:1]([C:3]1[CH:4]=[CH:5][C:6]([C:28]2([CH3:33])[O:32][CH2:31][CH2:30][O:29]2)=[C:7]([NH:9][C:10]2[CH:27]=[CH:26][C:13]([O:14][CH2:15][CH2:16][O:17][CH2:18][CH2:19][CH2:20][C:21]([O:23][CH2:24][CH3:25])=[O:22])=[CH:12][CH:11]=2)[CH:8]=1)#[N:2].O.OO.C(=O)([O-])[O-:38].[K+].[K+].O.C(O)(=O)CC(CC(O)=O)(C(O)=O)O. (3) Given the product [Cl:13][C:11]1[C:10]([NH:14][C:18]2[N:28]=[C:27]3[C:21]([N:22]([CH3:79])[C:23](=[O:36])[CH2:24][CH2:25][N:26]3[CH:29]3[CH2:30][CH2:38][CH2:37][CH2:31]3)=[CH:20][N:19]=2)=[CH:9][C:8]([F:15])=[C:7]([CH:12]=1)[C:6]([O:5][C:1]([CH3:4])([CH3:2])[CH3:3])=[O:16], predict the reactants needed to synthesize it. The reactants are: [C:1]([O:5][C:6](=[O:16])[C:7]1[CH:12]=[C:11]([Cl:13])[C:10]([NH2:14])=[CH:9][C:8]=1[F:15])([CH3:4])([CH3:3])[CH3:2].Cl[C:18]1[N:28]=[C:27]2[C:21]([NH:22][C:23](=[O:36])[C:24](CC)(CC)[CH2:25][N:26]2[CH:29]([CH3:31])[CH3:30])=[CH:20][N:19]=1.[CH3:37][C:38]1(C)C2C(=C(P(C3C=CC=CC=3)C3C=CC=CC=3)C=CC=2)OC2C(P(C3C=CC=CC=3)C3C=CC=CC=3)=CC=CC1=2.[C:79](=O)([O-])[O-].[Cs+].[Cs+]. (4) Given the product [Cl:1][C:2]1[CH:7]=[CH:6][C:5]([N:8]2[C:12]([C:13]3[CH:18]=[CH:17][CH:16]=[C:15]([CH2:19][O:20][C@H:21]([CH3:26])[C:22]([F:24])([F:23])[F:25])[CH:14]=3)=[CH:11][C:10]([NH:27][C:34]([C@H:31]3[CH2:30][C:29](=[O:28])[NH:33][CH2:32]3)=[O:35])=[N:9]2)=[CH:4][CH:3]=1, predict the reactants needed to synthesize it. The reactants are: [Cl:1][C:2]1[CH:7]=[CH:6][C:5]([N:8]2[C:12]([C:13]3[CH:18]=[CH:17][CH:16]=[C:15]([CH2:19][O:20][C@H:21]([CH3:26])[C:22]([F:25])([F:24])[F:23])[CH:14]=3)=[CH:11][C:10]([NH2:27])=[N:9]2)=[CH:4][CH:3]=1.[O:28]=[C:29]1[NH:33][CH2:32][C@@H:31]([C:34](O)=[O:35])[CH2:30]1.CCN=C=NCCCN(C)C.Cl.O.